Dataset: NCI-60 drug combinations with 297,098 pairs across 59 cell lines. Task: Regression. Given two drug SMILES strings and cell line genomic features, predict the synergy score measuring deviation from expected non-interaction effect. (1) Drug 1: C1=CC=C(C=C1)NC(=O)CCCCCCC(=O)NO. Cell line: 786-0. Synergy scores: CSS=19.3, Synergy_ZIP=1.67, Synergy_Bliss=2.93, Synergy_Loewe=-12.8, Synergy_HSA=1.82. Drug 2: C1=NC2=C(N1)C(=S)N=CN2. (2) Drug 1: CN(CCCl)CCCl.Cl. Drug 2: C1CN(CCN1C(=O)CCBr)C(=O)CCBr. Cell line: MOLT-4. Synergy scores: CSS=84.9, Synergy_ZIP=0.554, Synergy_Bliss=0.966, Synergy_Loewe=0.617, Synergy_HSA=2.74. (3) Drug 1: COC1=NC(=NC2=C1N=CN2C3C(C(C(O3)CO)O)O)N. Drug 2: N.N.Cl[Pt+2]Cl. Cell line: UACC62. Synergy scores: CSS=45.1, Synergy_ZIP=-1.57, Synergy_Bliss=-1.88, Synergy_Loewe=-5.85, Synergy_HSA=1.24. (4) Drug 1: C1CC(=O)NC(=O)C1N2C(=O)C3=CC=CC=C3C2=O. Drug 2: CC1C(C(CC(O1)OC2CC(CC3=C2C(=C4C(=C3O)C(=O)C5=C(C4=O)C(=CC=C5)OC)O)(C(=O)CO)O)N)O.Cl. Cell line: M14. Synergy scores: CSS=44.6, Synergy_ZIP=-0.919, Synergy_Bliss=0.345, Synergy_Loewe=-35.3, Synergy_HSA=-0.108. (5) Drug 1: C1CC(C1)(C(=O)O)C(=O)O.[NH2-].[NH2-].[Pt+2]. Drug 2: CC(C)CN1C=NC2=C1C3=CC=CC=C3N=C2N. Cell line: KM12. Synergy scores: CSS=-1.16, Synergy_ZIP=0.0907, Synergy_Bliss=-3.12, Synergy_Loewe=-2.77, Synergy_HSA=-5.24. (6) Drug 1: CNC(=O)C1=CC=CC=C1SC2=CC3=C(C=C2)C(=NN3)C=CC4=CC=CC=N4. Drug 2: CC1C(C(CC(O1)OC2CC(OC(C2O)C)OC3=CC4=CC5=C(C(=O)C(C(C5)C(C(=O)C(C(C)O)O)OC)OC6CC(C(C(O6)C)O)OC7CC(C(C(O7)C)O)OC8CC(C(C(O8)C)O)(C)O)C(=C4C(=C3C)O)O)O)O. Cell line: SK-MEL-2. Synergy scores: CSS=43.7, Synergy_ZIP=33.1, Synergy_Bliss=28.8, Synergy_Loewe=26.5, Synergy_HSA=26.9. (7) Drug 1: CC1=C2C(C(=O)C3(C(CC4C(C3C(C(C2(C)C)(CC1OC(=O)C(C(C5=CC=CC=C5)NC(=O)OC(C)(C)C)O)O)OC(=O)C6=CC=CC=C6)(CO4)OC(=O)C)O)C)O. Drug 2: C1C(C(OC1N2C=NC(=NC2=O)N)CO)O. Cell line: TK-10. Synergy scores: CSS=3.75, Synergy_ZIP=0.0542, Synergy_Bliss=3.40, Synergy_Loewe=-2.13, Synergy_HSA=-0.927. (8) Drug 1: C1=CC(=CC=C1C#N)C(C2=CC=C(C=C2)C#N)N3C=NC=N3. Drug 2: C1CC(C1)(C(=O)O)C(=O)O.[NH2-].[NH2-].[Pt+2]. Cell line: SW-620. Synergy scores: CSS=1.82, Synergy_ZIP=0.373, Synergy_Bliss=3.91, Synergy_Loewe=2.92, Synergy_HSA=2.74. (9) Drug 1: CCN(CC)CCNC(=O)C1=C(NC(=C1C)C=C2C3=C(C=CC(=C3)F)NC2=O)C. Drug 2: CC1C(C(CC(O1)OC2CC(CC3=C2C(=C4C(=C3O)C(=O)C5=CC=CC=C5C4=O)O)(C(=O)C)O)N)O. Cell line: RXF 393. Synergy scores: CSS=52.3, Synergy_ZIP=3.20, Synergy_Bliss=5.39, Synergy_Loewe=-27.7, Synergy_HSA=3.62. (10) Drug 1: C1=C(C(=O)NC(=O)N1)F. Drug 2: C1=NC2=C(N=C(N=C2N1C3C(C(C(O3)CO)O)O)F)N. Cell line: MDA-MB-231. Synergy scores: CSS=14.5, Synergy_ZIP=-6.27, Synergy_Bliss=-4.81, Synergy_Loewe=-2.93, Synergy_HSA=-2.09.